Dataset: NCI-60 drug combinations with 297,098 pairs across 59 cell lines. Task: Regression. Given two drug SMILES strings and cell line genomic features, predict the synergy score measuring deviation from expected non-interaction effect. (1) Drug 1: CN1C(=O)N2C=NC(=C2N=N1)C(=O)N. Drug 2: CC1(CCCN1)C2=NC3=C(C=CC=C3N2)C(=O)N. Cell line: OVCAR3. Synergy scores: CSS=20.4, Synergy_ZIP=3.74, Synergy_Bliss=12.1, Synergy_Loewe=2.07, Synergy_HSA=7.63. (2) Drug 1: CS(=O)(=O)C1=CC(=C(C=C1)C(=O)NC2=CC(=C(C=C2)Cl)C3=CC=CC=N3)Cl. Drug 2: COC1=NC(=NC2=C1N=CN2C3C(C(C(O3)CO)O)O)N. Cell line: NCIH23. Synergy scores: CSS=3.69, Synergy_ZIP=-0.0832, Synergy_Bliss=0.575, Synergy_Loewe=-1.00, Synergy_HSA=-0.878. (3) Drug 1: CC1C(C(CC(O1)OC2CC(OC(C2O)C)OC3=CC4=CC5=C(C(=O)C(C(C5)C(C(=O)C(C(C)O)O)OC)OC6CC(C(C(O6)C)O)OC7CC(C(C(O7)C)O)OC8CC(C(C(O8)C)O)(C)O)C(=C4C(=C3C)O)O)O)O. Drug 2: C(CCl)NC(=O)N(CCCl)N=O. Cell line: OVCAR-4. Synergy scores: CSS=15.1, Synergy_ZIP=-1.24, Synergy_Bliss=-1.01, Synergy_Loewe=-34.5, Synergy_HSA=-0.130. (4) Drug 1: C1CCN(CC1)CCOC2=CC=C(C=C2)C(=O)C3=C(SC4=C3C=CC(=C4)O)C5=CC=C(C=C5)O. Drug 2: C1CCC(CC1)NC(=O)N(CCCl)N=O. Cell line: UACC-257. Synergy scores: CSS=26.1, Synergy_ZIP=-0.785, Synergy_Bliss=6.51, Synergy_Loewe=1.41, Synergy_HSA=1.36. (5) Drug 1: CS(=O)(=O)C1=CC(=C(C=C1)C(=O)NC2=CC(=C(C=C2)Cl)C3=CC=CC=N3)Cl. Drug 2: CC12CCC(CC1=CCC3C2CCC4(C3CC=C4C5=CN=CC=C5)C)O. Cell line: HT29. Synergy scores: CSS=10.3, Synergy_ZIP=-2.14, Synergy_Bliss=2.97, Synergy_Loewe=-2.36, Synergy_HSA=0.356. (6) Drug 1: C1C(C(OC1N2C=C(C(=O)NC2=O)F)CO)O. Drug 2: N.N.Cl[Pt+2]Cl. Cell line: PC-3. Synergy scores: CSS=55.3, Synergy_ZIP=-6.55, Synergy_Bliss=-4.15, Synergy_Loewe=-3.20, Synergy_HSA=-1.05. (7) Cell line: NCIH23. Drug 2: CCC(=C(C1=CC=CC=C1)C2=CC=C(C=C2)OCCN(C)C)C3=CC=CC=C3.C(C(=O)O)C(CC(=O)O)(C(=O)O)O. Synergy scores: CSS=33.7, Synergy_ZIP=2.28, Synergy_Bliss=1.72, Synergy_Loewe=-39.5, Synergy_HSA=2.73. Drug 1: CCC1(CC2CC(C3=C(CCN(C2)C1)C4=CC=CC=C4N3)(C5=C(C=C6C(=C5)C78CCN9C7C(C=CC9)(C(C(C8N6C=O)(C(=O)OC)O)OC(=O)C)CC)OC)C(=O)OC)O.OS(=O)(=O)O.